From a dataset of Cav3 T-type calcium channel HTS with 100,875 compounds. Binary Classification. Given a drug SMILES string, predict its activity (active/inactive) in a high-throughput screening assay against a specified biological target. The molecule is O1C(OCc2ccc(cc2)CO)CC(c2c(=O)c3c(oc2)cccc3)C=C1C(=O)Nc1ccccc1. The result is 0 (inactive).